Dataset: Catalyst prediction with 721,799 reactions and 888 catalyst types from USPTO. Task: Predict which catalyst facilitates the given reaction. Reactant: [H-].[H-].[H-].[H-].[Li+].[Al+3].[Br:7][CH2:8][CH2:9][C:10]1[CH:15]=[CH:14][C:13]([C:16](OC)=[O:17])=[CH:12][CH:11]=1. Product: [Br:7][CH2:8][CH2:9][C:10]1[CH:15]=[CH:14][C:13]([CH2:16][OH:17])=[CH:12][CH:11]=1. The catalyst class is: 1.